Dataset: Full USPTO retrosynthesis dataset with 1.9M reactions from patents (1976-2016). Task: Predict the reactants needed to synthesize the given product. (1) Given the product [BrH:11].[Br:10][CH2:2][C:1]([C:4]1[CH:9]=[CH:8][N:7]=[CH:6][CH:5]=1)=[O:3], predict the reactants needed to synthesize it. The reactants are: [C:1]([C:4]1[CH:9]=[CH:8][N:7]=[CH:6][CH:5]=1)(=[O:3])[CH3:2].[BrH:10].[Br:11]CC(C1C=NC=CC=1)=O. (2) Given the product [CH2:1]([O:8][C:9]([N:11]([CH2:32][C:33]([N:35]1[CH2:39][C@@H:38]([F:40])[CH2:37][C@H:36]1[C:41]#[N:42])=[O:34])[C:12]12[CH2:19][CH2:18][C:15]([C:20]([N:57]3[CH2:56][CH2:55][CH:54]([N:50]4[CH2:51][CH2:52][CH2:53][C@@H:48]([C:46](=[O:47])[N:45]([CH2:60][CH3:61])[CH2:43][CH3:44])[CH2:49]4)[CH2:59][CH2:58]3)=[O:21])([CH2:16][CH2:17]1)[CH2:14][CH2:13]2)=[O:10])[C:2]1[CH:7]=[CH:6][CH:5]=[CH:4][CH:3]=1, predict the reactants needed to synthesize it. The reactants are: [CH2:1]([O:8][C:9]([N:11]([CH2:32][C:33]([N:35]1[CH2:39][C@@H:38]([F:40])[CH2:37][C@H:36]1[C:41]#[N:42])=[O:34])[C:12]12[CH2:19][CH2:18][C:15]([C:20](ON3C4C=CC=CC=4N=N3)=[O:21])([CH2:16][CH2:17]1)[CH2:14][CH2:13]2)=[O:10])[C:2]1[CH:7]=[CH:6][CH:5]=[CH:4][CH:3]=1.[CH2:43]([N:45]([CH2:60][CH3:61])[C:46]([C@@H:48]1[CH2:53][CH2:52][CH2:51][N:50]([CH:54]2[CH2:59][CH2:58][NH:57][CH2:56][CH2:55]2)[CH2:49]1)=[O:47])[CH3:44].